Task: Predict the reactants needed to synthesize the given product.. Dataset: Full USPTO retrosynthesis dataset with 1.9M reactions from patents (1976-2016) (1) Given the product [CH2:1]([O:3][C:4](=[O:5])[CH2:6][N:7]1[C:15]2[N:14]=[C:13]([N:16]3[CH2:17][CH2:18][NH:19][CH2:20][CH2:21]3)[N:12]([C:29]3[CH:34]=[CH:33][CH:32]=[CH:31][C:30]=3[CH:35]=[CH2:36])[C:11]=2[C:10](=[O:37])[N:9]([CH3:38])[C:8]1=[O:39])[CH3:2], predict the reactants needed to synthesize it. The reactants are: [CH2:1]([O:3][C:4]([CH2:6][N:7]1[C:15]2[N:14]=[C:13]([N:16]3[CH2:21][CH2:20][N:19](C(OC(C)(C)C)=O)[CH2:18][CH2:17]3)[N:12]([C:29]3[CH:34]=[CH:33][CH:32]=[CH:31][C:30]=3[CH:35]=[CH2:36])[C:11]=2[C:10](=[O:37])[N:9]([CH3:38])[C:8]1=[O:39])=[O:5])[CH3:2]. (2) Given the product [C@@H:10]1([C:11]([O:13][CH2:20][C:21]2[CH:26]=[CH:25][CH:24]=[CH:23][CH:22]=2)=[O:12])[CH2:9][CH:8]=[CH:7][CH2:6][C@@H:5]1[C:3]([O:2][CH3:1])=[O:4], predict the reactants needed to synthesize it. The reactants are: [CH3:1][O:2][C:3]([C@@H:5]1[C@H:10]([C:11]([OH:13])=[O:12])[CH2:9][CH:8]=[CH:7][CH2:6]1)=[O:4].C(=O)([O-])[O-].[K+].[K+].[CH2:20](Br)[C:21]1[CH:26]=[CH:25][CH:24]=[CH:23][CH:22]=1. (3) Given the product [CH3:1][O:2][C:3](=[O:64])[NH:4][CH:5]([C:9]([N:11]1[CH2:15][CH2:14][CH2:13][CH:12]1[C:16]1[NH:17][C:18]([C:21]2[CH:30]=[CH:29][C:28]3[C:23](=[CH:24][CH:25]=[C:26]([C:31]4[CH:36]=[CH:35][C:34]([C:37]5[NH:38][C:39]([CH:42]6[CH2:46][CH2:45][CH2:44][N:43]6[C:71](=[O:73])[C:70]([NH:69][C:67]([O:66][CH3:65])=[O:68])([C:75]6[CH:80]=[CH:79][CH:78]=[CH:77][CH:76]=6)[CH3:74])=[N:40][CH:41]=5)=[CH:33][CH:32]=4)[CH:27]=3)[CH:22]=2)=[CH:19][N:20]=1)=[O:10])[CH:6]([CH3:8])[CH3:7], predict the reactants needed to synthesize it. The reactants are: [CH3:1][O:2][C:3](=[O:64])[NH:4][CH:5]([C:9]([N:11]1[CH2:15][CH2:14][CH2:13][CH:12]1[C:16]1[NH:17][C:18]([C:21]2[CH:30]=[CH:29][C:28]3[C:23](=[CH:24][CH:25]=[C:26]([C:31]4[CH:36]=[CH:35][C:34]([C:37]5[NH:38][C:39]([CH:42]6[CH2:46][CH2:45][CH2:44][N:43]6C(=O)C(NC(OC(C)(C)C)=O)C6C=CC=CC=6)=[N:40][CH:41]=5)=[CH:33][CH:32]=4)[CH:27]=3)[CH:22]=2)=[CH:19][N:20]=1)=[O:10])[CH:6]([CH3:8])[CH3:7].[CH3:65][O:66][C:67]([NH:69][C:70]([C:75]1[CH:80]=[CH:79][CH:78]=[CH:77][CH:76]=1)([CH3:74])[C:71]([OH:73])=O)=[O:68]. (4) Given the product [O:45]=[C:40]1[N:41]([CH2:16][C:17]2[O:21][C:20]([S:22][C:23]3[N:27]([C:28]([O:30][C:31]([CH3:34])([CH3:32])[CH3:33])=[O:29])[C:26]4[CH:35]=[CH:36][CH:37]=[CH:38][C:25]=4[N:24]=3)=[CH:19][CH:18]=2)[C:42](=[O:44])[CH2:43][S:39]1, predict the reactants needed to synthesize it. The reactants are: N(C(OC(C)C)=O)=NC(OC(C)C)=O.O[CH2:16][C:17]1[O:21][C:20]([S:22][C:23]2[N:27]([C:28]([O:30][C:31]([CH3:34])([CH3:33])[CH3:32])=[O:29])[C:26]3[CH:35]=[CH:36][CH:37]=[CH:38][C:25]=3[N:24]=2)=[CH:19][CH:18]=1.[S:39]1[CH2:43][C:42](=[O:44])[NH:41][C:40]1=[O:45].C1(P(C2C=CC=CC=2)C2C=CC=CC=2)C=CC=CC=1. (5) The reactants are: [NH2:1][C:2]1[N:7]=[CH:6][N:5]=[C:4]2[N:8]([CH:12]([C:14]3[C:15]([O:33][CH2:34][CH3:35])=[C:16]([C:22]4[CH:23]=[CH:24][C:25]([C:28]([N:30]([CH3:32])[CH3:31])=[O:29])=[N:26][CH:27]=4)[C:17]([CH3:21])=[C:18]([Cl:20])[CH:19]=3)[CH3:13])[N:9]=[C:10](I)[C:3]=12.[Cu](C#N)[C:37]#[N:38]. Given the product [NH2:1][C:2]1[N:7]=[CH:6][N:5]=[C:4]2[N:8]([CH:12]([C:14]3[C:15]([O:33][CH2:34][CH3:35])=[C:16]([C:22]4[CH:23]=[CH:24][C:25]([C:28]([N:30]([CH3:32])[CH3:31])=[O:29])=[N:26][CH:27]=4)[C:17]([CH3:21])=[C:18]([Cl:20])[CH:19]=3)[CH3:13])[N:9]=[C:10]([C:37]#[N:38])[C:3]=12, predict the reactants needed to synthesize it.